This data is from Forward reaction prediction with 1.9M reactions from USPTO patents (1976-2016). The task is: Predict the product of the given reaction. Given the reactants [CH:1]([C:3]1[CH:8]=[CH:7][N:6]=[CH:5][CH:4]=1)=[CH2:2].[CH3:9][C:10]1[CH:11]=[C:12]2[C:16](=[CH:17][CH:18]=1)[NH:15][CH:14]=[CH:13]2, predict the reaction product. The product is: [CH3:9][C:10]1[CH:11]=[C:12]2[C:16](=[CH:17][CH:18]=1)[NH:15][CH:14]=[C:13]2[CH2:2][CH2:1][C:3]1[CH:8]=[CH:7][N:6]=[CH:5][CH:4]=1.